This data is from Forward reaction prediction with 1.9M reactions from USPTO patents (1976-2016). The task is: Predict the product of the given reaction. (1) Given the reactants [CH3:1][N:2]1[C:10]2[C:5](=[CH:6][C:7]([C:11]#[C:12][Si](C)(C)C)=[CH:8][CH:9]=2)[CH:4]=[CH:3]1.[Cl-].[Li+].C(C([Sn])=C(CCCC)CCCC)CCC, predict the reaction product. The product is: [CH3:1][N:2]1[C:10]2[C:5](=[CH:6][C:7]([CH:11]=[CH2:12])=[CH:8][CH:9]=2)[CH:4]=[CH:3]1. (2) Given the reactants Cl.Cl.C[O:4][C:5](=[O:13])[C@H:6]([CH2:8][CH2:9][CH2:10][CH2:11][NH2:12])[NH2:7].O.O.O.O.O.O.O.O.O.O.O.O.OP([O-])([O-])=O.[Na+].[Na+], predict the reaction product. The product is: [NH2:7][C@H:6]([C:5]([OH:13])=[O:4])[CH2:8][CH2:9][CH2:10][CH2:11][NH2:12]. (3) Given the reactants [CH2:1]([OH:4])[CH2:2][OH:3].[OH-].[K+].Br[CH2:8][C:9]1([CH3:13])[CH2:12][O:11][CH2:10]1, predict the reaction product. The product is: [CH3:8][C:9]1([CH2:13][O:3][CH2:2][CH2:1][OH:4])[CH2:12][O:11][CH2:10]1.